Dataset: Full USPTO retrosynthesis dataset with 1.9M reactions from patents (1976-2016). Task: Predict the reactants needed to synthesize the given product. Given the product [ClH:27].[CH2:13]1[CH:11]2[CH2:12][NH:8][CH2:9][CH:10]2[CH2:15][N:14]1[C:16]1[CH:21]=[CH:20][C:19]([C:22]([O:24][CH2:25][CH3:26])=[O:23])=[CH:18][N:17]=1, predict the reactants needed to synthesize it. The reactants are: C(OC([N:8]1[CH2:12][CH:11]2[CH2:13][N:14]([C:16]3[CH:21]=[CH:20][C:19]([C:22]([O:24][CH2:25][CH3:26])=[O:23])=[CH:18][N:17]=3)[CH2:15][CH:10]2[CH2:9]1)=O)(C)(C)C.[ClH:27].O1CCOCC1.